Regression. Given two drug SMILES strings and cell line genomic features, predict the synergy score measuring deviation from expected non-interaction effect. From a dataset of NCI-60 drug combinations with 297,098 pairs across 59 cell lines. (1) Drug 1: CC1=CC=C(C=C1)C2=CC(=NN2C3=CC=C(C=C3)S(=O)(=O)N)C(F)(F)F. Drug 2: CC(C)(C#N)C1=CC(=CC(=C1)CN2C=NC=N2)C(C)(C)C#N. Cell line: UO-31. Synergy scores: CSS=-5.52, Synergy_ZIP=1.75, Synergy_Bliss=-1.60, Synergy_Loewe=-5.20, Synergy_HSA=-5.21. (2) Drug 1: C1CCC(CC1)NC(=O)N(CCCl)N=O. Drug 2: C1CNP(=O)(OC1)N(CCCl)CCCl. Cell line: SN12C. Synergy scores: CSS=16.4, Synergy_ZIP=0.596, Synergy_Bliss=6.79, Synergy_Loewe=-1.89, Synergy_HSA=4.59. (3) Drug 1: CC1CCC2CC(C(=CC=CC=CC(CC(C(=O)C(C(C(=CC(C(=O)CC(OC(=O)C3CCCCN3C(=O)C(=O)C1(O2)O)C(C)CC4CCC(C(C4)OC)O)C)C)O)OC)C)C)C)OC. Drug 2: C1CC(=O)NC(=O)C1N2C(=O)C3=CC=CC=C3C2=O. Cell line: SN12C. Synergy scores: CSS=12.4, Synergy_ZIP=-6.31, Synergy_Bliss=3.43, Synergy_Loewe=-17.5, Synergy_HSA=0.158. (4) Drug 1: COC1=C(C=C2C(=C1)N=CN=C2NC3=CC(=C(C=C3)F)Cl)OCCCN4CCOCC4. Drug 2: CC12CCC3C(C1CCC2O)C(CC4=C3C=CC(=C4)O)CCCCCCCCCS(=O)CCCC(C(F)(F)F)(F)F. Cell line: MCF7. Synergy scores: CSS=26.2, Synergy_ZIP=-2.98, Synergy_Bliss=-4.04, Synergy_Loewe=1.17, Synergy_HSA=1.51. (5) Drug 1: CN1C2=C(C=C(C=C2)N(CCCl)CCCl)N=C1CCCC(=O)O.Cl. Drug 2: CC12CCC3C(C1CCC2OP(=O)(O)O)CCC4=C3C=CC(=C4)OC(=O)N(CCCl)CCCl.[Na+]. Cell line: SNB-19. Synergy scores: CSS=9.45, Synergy_ZIP=-1.76, Synergy_Bliss=0.866, Synergy_Loewe=-2.58, Synergy_HSA=-1.36. (6) Drug 1: CC12CCC3C(C1CCC2O)C(CC4=C3C=CC(=C4)O)CCCCCCCCCS(=O)CCCC(C(F)(F)F)(F)F. Drug 2: CN(CCCl)CCCl.Cl. Cell line: UO-31. Synergy scores: CSS=4.78, Synergy_ZIP=-4.98, Synergy_Bliss=-2.12, Synergy_Loewe=-12.1, Synergy_HSA=-7.30. (7) Drug 1: CC1C(C(CC(O1)OC2CC(CC3=C2C(=C4C(=C3O)C(=O)C5=C(C4=O)C(=CC=C5)OC)O)(C(=O)CO)O)N)O. Drug 2: C1CC(CNC1)C2=CC=C(C=C2)N3C=C4C=CC=C(C4=N3)C(=O)N. Cell line: HT29. Synergy scores: CSS=55.5, Synergy_ZIP=-1.66, Synergy_Bliss=-2.22, Synergy_Loewe=-6.19, Synergy_HSA=0.665.